Dataset: Forward reaction prediction with 1.9M reactions from USPTO patents (1976-2016). Task: Predict the product of the given reaction. (1) Given the reactants C([O:3][C:4](=[O:45])[CH2:5][CH2:6][CH2:7][NH:8][C:9](=[O:44])[CH2:10][C:11]1[CH:12]=[C:13]([CH:19]=[CH:20][C:21]=1[O:22][CH2:23][CH2:24][CH2:25][C:26]1[CH:31]=[CH:30][C:29]([O:32][CH2:33][CH2:34][CH2:35][CH2:36][O:37][C:38]2[CH:43]=[CH:42][CH:41]=[CH:40][CH:39]=2)=[CH:28][CH:27]=1)[C:14]([O:16]CC)=[O:15])C.[OH-].[K+].Cl, predict the reaction product. The product is: [C:4]([CH2:5][CH2:6][CH2:7][NH:8][C:9](=[O:44])[CH2:10][C:11]1[CH:12]=[C:13]([CH:19]=[CH:20][C:21]=1[O:22][CH2:23][CH2:24][CH2:25][C:26]1[CH:31]=[CH:30][C:29]([O:32][CH2:33][CH2:34][CH2:35][CH2:36][O:37][C:38]2[CH:43]=[CH:42][CH:41]=[CH:40][CH:39]=2)=[CH:28][CH:27]=1)[C:14]([OH:16])=[O:15])([OH:45])=[O:3]. (2) Given the reactants [H-].[Na+].[CH2:3]([O:5][C:6](=[O:21])[CH:7]([NH:13][C:14]([O:16][C:17]([CH3:20])([CH3:19])[CH3:18])=[O:15])[C:8]([O:10][CH2:11][CH3:12])=[O:9])[CH3:4].Cl.Cl[CH2:24][C:25]1[CH:30]=[CH:29][CH:28]=[CH:27][N:26]=1, predict the reaction product. The product is: [CH2:11]([O:10][C:8](=[O:9])[C:7]([NH:13][C:14]([O:16][C:17]([CH3:19])([CH3:18])[CH3:20])=[O:15])([CH2:24][C:25]1[CH:30]=[CH:29][CH:28]=[CH:27][N:26]=1)[C:6]([O:5][CH2:3][CH3:4])=[O:21])[CH3:12]. (3) The product is: [F:1][C:2]1[CH:7]=[CH:6][C:5]([C:8]2[C:16]([C:17]3[CH:22]=[CH:21][C:20]([S:23]([CH3:26])(=[O:24])=[O:25])=[CH:19][CH:18]=3)=[C:15]3[N:10]([N:11]=[C:12]([OH:27])[CH:13]=[CH:14]3)[N:9]=2)=[CH:4][CH:3]=1. Given the reactants [F:1][C:2]1[CH:7]=[CH:6][C:5]([C:8]2[C:16]([C:17]3[CH:22]=[CH:21][C:20]([S:23]([CH3:26])(=[O:25])=[O:24])=[CH:19][CH:18]=3)=[C:15]3[N:10]([N:11]=[C:12]([O:27]C)[CH:13]=[CH:14]3)[N:9]=2)=[CH:4][CH:3]=1.Cl.N1C=CC=CC=1, predict the reaction product. (4) Given the reactants Cl.[F:2][C:3]1[C:4]([C:28]2[CH:33]=[CH:32][C:31]([N:34]3[N:38]=[N:37][CH:36]=[N:35]3)=[CH:30][CH:29]=2)=[CH:5][C:6](=[O:27])[N:7]([CH2:9][CH2:10][C@@:11]([CH3:26])([S:22]([CH3:25])(=[O:24])=[O:23])[C:12]([NH:14][O:15]C2CCCCO2)=[O:13])[CH:8]=1, predict the reaction product. The product is: [F:2][C:3]1[C:4]([C:28]2[CH:29]=[CH:30][C:31]([N:34]3[N:38]=[N:37][CH:36]=[N:35]3)=[CH:32][CH:33]=2)=[CH:5][C:6](=[O:27])[N:7]([CH2:9][CH2:10][C@@:11]([CH3:26])([S:22]([CH3:25])(=[O:23])=[O:24])[C:12]([NH:14][OH:15])=[O:13])[CH:8]=1. (5) Given the reactants [F:1][C:2]([F:28])([F:27])[C:3]1[CH:4]=[C:5]([CH:20]=[C:21]([C:23]([F:26])([F:25])[F:24])[CH:22]=1)[CH:6]=[N:7][CH2:8][C:9]1[CH:14]=[C:13]([C:15]([F:18])([F:17])[F:16])[CH:12]=[CH:11][C:10]=1[Cl:19].[BH4-].[Na+], predict the reaction product. The product is: [Cl:19][C:10]1[CH:11]=[CH:12][C:13]([C:15]([F:16])([F:17])[F:18])=[CH:14][C:9]=1[CH2:8][NH:7][CH2:6][C:5]1[CH:20]=[C:21]([C:23]([F:25])([F:26])[F:24])[CH:22]=[C:3]([C:2]([F:1])([F:27])[F:28])[CH:4]=1. (6) Given the reactants [CH3:1][O:2][C:3]1[CH:8]=[C:7]([O:9][CH3:10])[CH:6]=[CH:5][C:4]=1B(O)O.[O:14]1[C:18]2[CH:19]=[CH:20][CH:21]=[CH:22][C:17]=2[N:16]=[C:15]1[C:23]1[CH:28]=[CH:27][C:26]([CH2:29][C:30]#[N:31])=[C:25](Br)[CH:24]=1.C1(P(C2C=CC=CC=2)C2C=CC=CC=2)C=CC=CC=1.C(=O)([O-])[O-].[K+].[K+], predict the reaction product. The product is: [O:14]1[C:18]2[CH:19]=[CH:20][CH:21]=[CH:22][C:17]=2[N:16]=[C:15]1[C:23]1[CH:24]=[CH:25][C:26]([CH2:29][C:30]#[N:31])=[C:27]([C:4]2[CH:5]=[CH:6][C:7]([O:9][CH3:10])=[CH:8][C:3]=2[O:2][CH3:1])[CH:28]=1. (7) Given the reactants [CH3:1][C:2](=O)[CH2:3][CH3:4].[NH:6]1[CH2:11][CH2:10][O:9][CH2:8][CH2:7]1.ClCCl, predict the reaction product. The product is: [CH2:1]=[C:2]([N:6]1[CH2:11][CH2:10][O:9][CH2:8][CH2:7]1)[CH2:3][CH3:4].